This data is from Catalyst prediction with 721,799 reactions and 888 catalyst types from USPTO. The task is: Predict which catalyst facilitates the given reaction. (1) Reactant: [Br:1][CH2:2][C:3](=[O:10])[CH2:4][C:5]([O:7][CH2:8][CH3:9])=[O:6].[CH3:11][C:12]1[S:16][C:15]([NH2:17])=[N:14][CH:13]=1. Product: [Br-:1].[NH2:17][C:15]1[S:16][C:12]([CH3:11])=[CH:13][N+:14]=1[CH2:2][C:3](=[O:10])[CH2:4][C:5]([O:7][CH2:8][CH3:9])=[O:6]. The catalyst class is: 21. (2) Reactant: [F:1][C:2]([F:14])([F:13])[C:3]1[C:11]2[C:10](=[O:12])[CH2:9][CH2:8][CH2:7][C:6]=2[NH:5][N:4]=1.[Br-:15].[Li+]. Product: [Br:15][CH:9]1[CH2:8][CH2:7][C:6]2[NH:5][N:4]=[C:3]([C:2]([F:1])([F:13])[F:14])[C:11]=2[C:10]1=[O:12]. The catalyst class is: 10. (3) Reactant: CC(C)([O-])C.[K+].Cl.[NH2:8][C:9]([NH2:11])=[NH:10].[Cl:12][C:13]1[CH:14]=[C:15]2[C:20](=[C:21]([Cl:23])[CH:22]=1)[CH2:19][N:18]([CH3:24])[CH2:17][CH:16]2[C:25]1[CH:26]=[CH:27][C:28]([OH:36])=[C:29]([CH:35]=1)[C:30](OCC)=[O:31]. Product: [Cl:12][C:13]1[CH:14]=[C:15]2[C:20](=[C:21]([Cl:23])[CH:22]=1)[CH2:19][N:18]([CH3:24])[CH2:17][CH:16]2[C:25]1[CH:26]=[CH:27][C:28]([OH:36])=[C:29]([CH:35]=1)[C:30]([NH:10][C:9]([NH2:11])=[NH:8])=[O:31]. The catalyst class is: 3. (4) Reactant: [F:1][CH2:2][CH2:3][O:4][CH2:5][CH2:6][O:7][CH2:8][CH2:9][O:10][C:11]1[CH:12]=[C:13]([C@@H:17]([NH:23][C:24]([C@@H:26]2[CH2:31][CH2:30][CH2:29][N:28]([C:32](=[O:48])[CH2:33][CH2:34][CH:35]3[CH2:40][CH2:39][N:38](C(OC(C)(C)C)=O)[CH2:37][CH2:36]3)[CH2:27]2)=[O:25])[CH2:18][C:19]([O:21]C)=[O:20])[CH:14]=[CH:15][CH:16]=1.CO.O.O.O.O.O.O.O.O.[OH-].[Ba+2].[OH-]. Product: [F:1][CH2:2][CH2:3][O:4][CH2:5][CH2:6][O:7][CH2:8][CH2:9][O:10][C:11]1[CH:12]=[C:13]([C@@H:17]([NH:23][C:24]([C@@H:26]2[CH2:31][CH2:30][CH2:29][N:28]([C:32](=[O:48])[CH2:33][CH2:34][CH:35]3[CH2:40][CH2:39][NH:38][CH2:37][CH2:36]3)[CH2:27]2)=[O:25])[CH2:18][C:19]([OH:21])=[O:20])[CH:14]=[CH:15][CH:16]=1. The catalyst class is: 107. (5) Reactant: [F:1][C:2]1[CH:3]=[C:4]2[C:9](=[CH:10][CH:11]=1)[N:8]=[CH:7][CH:6]=[C:5]2[C@H:12]1[CH2:17][CH2:16][C@H:15]([NH2:18])[CH2:14][CH2:13]1.[Cl:19][C:20]1[CH:25]=[CH:24][C:23]([CH2:26][C:27](Cl)=[O:28])=[CH:22][CH:21]=1.C(N(CC)CC)C. Product: [Cl:19][C:20]1[CH:25]=[CH:24][C:23]([CH2:26][C:27]([NH:18][C@H:15]2[CH2:16][CH2:17][C@H:12]([C:5]3[C:4]4[C:9](=[CH:10][CH:11]=[C:2]([F:1])[CH:3]=4)[N:8]=[CH:7][CH:6]=3)[CH2:13][CH2:14]2)=[O:28])=[CH:22][CH:21]=1. The catalyst class is: 1. (6) Reactant: C([N:8]1[CH2:12][CH:11]([C:13]2[CH:18]=[C:17]([F:19])[C:16]([F:20])=[CH:15][C:14]=2[Cl:21])[CH:10]([NH:22][C:23](=[O:29])[O:24][C:25]([CH3:28])([CH3:27])[CH3:26])[CH2:9]1)C1C=CC=CC=1.Cl[C:31]1[CH:36]=[C:35]([Cl:37])[N:34]=[CH:33][N:32]=1. Product: [Cl:21][C:14]1[CH:15]=[C:16]([F:20])[C:17]([F:19])=[CH:18][C:13]=1[C@H:11]1[CH2:12][N:8]([C:31]2[CH:36]=[C:35]([Cl:37])[N:34]=[CH:33][N:32]=2)[CH2:9][C@@H:10]1[NH:22][C:23](=[O:29])[O:24][C:25]([CH3:27])([CH3:26])[CH3:28]. The catalyst class is: 57. (7) Product: [Cl:1][C:2]1[CH:7]=[CH:6][N:5]=[C:4]2[CH:8]=[C:9]([C:25]3[CH:37]=[CH:36][C:28]([CH2:29][N:30]4[CH2:34][CH2:33][C@H:32]([OH:35])[CH2:31]4)=[CH:27][CH:26]=3)[S:10][C:3]=12. The catalyst class is: 109. Reactant: [Cl:1][C:2]1[CH:7]=[CH:6][N:5]=[C:4]2[CH:8]=[C:9]([Sn](CCCC)(CCCC)CCCC)[S:10][C:3]=12.Br[C:25]1[CH:37]=[CH:36][C:28]([CH2:29][N:30]2[CH2:34][CH2:33][C@H:32]([OH:35])[CH2:31]2)=[CH:27][CH:26]=1.CO.CCOC(C)=O.